From a dataset of Full USPTO retrosynthesis dataset with 1.9M reactions from patents (1976-2016). Predict the reactants needed to synthesize the given product. (1) Given the product [NH2:2][C:1]1[C:3]2[C:4]([C:24]3[CH:29]=[CH:28][CH:27]=[C:26]([O:30][CH3:31])[CH:25]=3)=[N:5][C:6]([S:22][CH3:23])=[N:7][C:8]=2[CH2:9][CH2:10][C:11]=1[C:12]([O:14][CH2:15][CH3:16])=[O:13], predict the reactants needed to synthesize it. The reactants are: [C:1]([C:3]1[C:4]([C:24]2[CH:29]=[CH:28][CH:27]=[C:26]([O:30][CH3:31])[CH:25]=2)=[N:5][C:6]([S:22][CH3:23])=[N:7][C:8]=1[CH2:9][CH2:10][CH:11](C(OCC)=O)[C:12]([O:14][CH2:15][CH3:16])=[O:13])#[N:2].[Sn](Cl)(Cl)(Cl)Cl.O.CCOC(C)=O. (2) The reactants are: Br[C:2]1[S:3][CH:4]=[CH:5][N:6]=1.C(N(CC)CC)C.[CH:14]1([C:20]#[CH:21])[CH2:19][CH2:18][CH2:17][CH2:16][CH2:15]1.CCCCCC. Given the product [CH:14]1([C:20]#[C:21][C:2]2[S:3][CH:4]=[CH:5][N:6]=2)[CH2:19][CH2:18][CH2:17][CH2:16][CH2:15]1, predict the reactants needed to synthesize it. (3) Given the product [CH2:6]([N:15]([CH:13]=[CH2:14])[CH:9]=[O:12])[CH:7]=[CH2:8].[S:1]([O:5][CH2:6][CH:7]=[CH2:8])(=[O:4])(=[O:3])[CH3:2], predict the reactants needed to synthesize it. The reactants are: [S:1]([O:5][CH2:6][CH:7]=[CH2:8])(=[O:4])(=[O:3])[CH3:2].[CH2:9]([OH:12])C=C.[CH2:13]([N:15](CC)CC)[CH3:14].CS(Cl)(=O)=O. (4) Given the product [CH2:25]([O:27][C:28]([C:29]1[C:30]([CH:31]([O:35][CH2:36][CH3:37])[O:32][CH2:33][CH3:34])=[N:14][N:15]2[C:16]([O:23][CH3:24])=[CH:17][CH:18]=[C:19]([CH2:21][OH:22])[C:20]=12)=[O:38])[CH3:26], predict the reactants needed to synthesize it. The reactants are: CC1C=C(C)C=C(C)C=1S([O-])(=O)=O.[NH2:14][N+:15]1[CH:20]=[C:19]([CH2:21][OH:22])[CH:18]=[CH:17][C:16]=1[O:23][CH3:24].[CH2:25]([O:27][C:28](=[O:38])[C:29]#[C:30][CH:31]([O:35][CH2:36][CH3:37])[O:32][CH2:33][CH3:34])[CH3:26].C(=O)([O-])[O-].[K+].[K+].